From a dataset of Forward reaction prediction with 1.9M reactions from USPTO patents (1976-2016). Predict the product of the given reaction. (1) Given the reactants [F-].C([N+](CCCC)(CCCC)CCCC)CCC.[Si]([O:26][C@H:27]([C@H:29]([N:36]1[CH:44]=[N:43][C:42]2[C:37]1=[N:38][CH:39]=[N:40][C:41]=2[O:45][CH3:46])[CH2:30][CH2:31][CH2:32][CH2:33][CH2:34][CH3:35])[CH3:28])(C(C)(C)C)(C)C.ClCCl.CO, predict the reaction product. The product is: [CH3:46][O:45][C:41]1[N:40]=[CH:39][N:38]=[C:37]2[C:42]=1[N:43]=[CH:44][N:36]2[C@H:29]([CH2:30][CH2:31][CH2:32][CH2:33][CH2:34][CH3:35])[C@@H:27]([OH:26])[CH3:28]. (2) Given the reactants C[O:2][C:3](=O)[CH:4]([CH3:11])[C:5](=[CH2:10])[C:6]([O:8]C)=[O:7].COC1C=C(OC)C=CC=1C[NH2:18], predict the reaction product. The product is: [CH3:11][CH:4]1[C:3](=[O:2])[NH:18][CH2:10][CH:5]1[C:6]([OH:8])=[O:7].